From a dataset of Forward reaction prediction with 1.9M reactions from USPTO patents (1976-2016). Predict the product of the given reaction. (1) Given the reactants C(Cl)(=O)C(Cl)=O.[F:7][C:8]([F:43])([F:42])[C:9]1[CH:10]=[C:11]([C@H:19]([O:21][C@H:22]2[CH2:27][CH2:26][C@H:25]([CH2:28][OH:29])[C@@H:24]([C:30]([O:32][CH2:33][CH3:34])=[O:31])[C@@H:23]2[C:35]2[CH:40]=[CH:39][C:38]([F:41])=[CH:37][CH:36]=2)[CH3:20])[CH:12]=[C:13]([C:15]([F:18])([F:17])[F:16])[CH:14]=1.C(N(CC)CC)C, predict the reaction product. The product is: [F:42][C:8]([F:7])([F:43])[C:9]1[CH:10]=[C:11]([C@H:19]([O:21][C@H:22]2[CH2:27][CH2:26][C@H:25]([CH:28]=[O:29])[C@@H:24]([C:30]([O:32][CH2:33][CH3:34])=[O:31])[C@@H:23]2[C:35]2[CH:36]=[CH:37][C:38]([F:41])=[CH:39][CH:40]=2)[CH3:20])[CH:12]=[C:13]([C:15]([F:16])([F:17])[F:18])[CH:14]=1. (2) Given the reactants [CH3:1][C:2]1[C:7](/[CH:8]=[C:9](\[CH2:13][CH2:14][O:15][CH3:16])/[C:10]([OH:12])=[O:11])=[C:6]([O:17]C)[C:5]([O:19][CH3:20])=[C:4]([O:21][CH3:22])[C:3]=1[O:23]C, predict the reaction product. The product is: [CH3:22][O:21][C:4]1[C:3](=[O:23])[C:2]([CH3:1])=[C:7](/[CH:8]=[C:9](\[CH2:13][CH2:14][O:15][CH3:16])/[C:10]([OH:12])=[O:11])[C:6](=[O:17])[C:5]=1[O:19][CH3:20]. (3) Given the reactants [Cl:1][C:2]1[CH:3]=[C:4]([CH:26]=[CH:27][C:28]=1[F:29])[CH2:5][C:6]1[S:7][C:8]2[CH:14]=[CH:13][CH:12]=[C:11]([C:15]3[CH:16]=[C:17]([CH:23]=[CH:24][CH:25]=3)[C:18]([O:20]CC)=[O:19])[C:9]=2[CH:10]=1.[Cl:30][C:31]1[CH:32]=[C:33]([CH:53]=[CH:54][C:55]=1[F:56])[CH2:34][C:35]1[S:36][C:37]2[CH:43]=[CH:42][CH:41]=[C:40]([C:44]3[CH:45]=[C:46]([CH:50]=[CH:51][CH:52]=3)[C:47]([OH:49])=O)[C:38]=2[CH:39]=1.Cl.[NH2:58][CH2:59][C:60]([NH2:62])=[O:61], predict the reaction product. The product is: [Cl:1][C:2]1[CH:3]=[C:4]([CH:26]=[CH:27][C:28]=1[F:29])[CH2:5][C:6]1[S:7][C:8]2[CH:14]=[CH:13][CH:12]=[C:11]([C:15]3[CH:16]=[C:17]([CH:23]=[CH:24][CH:25]=3)[C:18]([OH:20])=[O:19])[C:9]=2[CH:10]=1.[NH2:62][C:60](=[O:61])[CH2:59][NH:58][C:47](=[O:49])[C:46]1[CH:50]=[CH:51][CH:52]=[C:44]([C:40]2[C:38]3[CH:39]=[C:35]([CH2:34][C:33]4[CH:53]=[CH:54][C:55]([F:56])=[C:31]([Cl:30])[CH:32]=4)[S:36][C:37]=3[CH:43]=[CH:42][CH:41]=2)[CH:45]=1. (4) The product is: [Br:12][C:13]1[CH:14]=[CH:15][C:16]([CH3:22])=[C:17]([CH2:18][C:9]2[S:8][C:7]([C:1]3[CH:2]=[CH:3][CH:4]=[CH:5][CH:6]=3)=[CH:11][CH:10]=2)[CH:21]=1. Given the reactants [C:1]1([C:7]2[S:8][CH:9]=[CH:10][CH:11]=2)[CH:6]=[CH:5][CH:4]=[CH:3][CH:2]=1.[Br:12][C:13]1[CH:14]=[CH:15][C:16]([CH3:22])=[C:17]([CH:21]=1)[C:18](O)=O, predict the reaction product. (5) The product is: [CH2:17]([O:1][C:2]1[CH:10]=[C:9]2[C:5]([CH:6]=[CH:7][NH:8]2)=[CH:4][CH:3]=1)[CH3:18]. Given the reactants [OH:1][C:2]1[CH:10]=[C:9]2[C:5]([CH:6]=[CH:7][NH:8]2)=[CH:4][CH:3]=1.C(=O)([O-])[O-].[K+].[K+].[C:17](#N)[CH3:18].ICC, predict the reaction product. (6) The product is: [F:1][C:2]1([F:25])[C:10]2[C:5](=[CH:6][C:7]([CH2:11][C:12]([N:48]([C@@H:49]([C:57]3[CH:62]=[CH:61][CH:60]=[CH:59][CH:58]=3)[CH2:50][N:51]3[CH2:55][CH2:54][C@H:53]([OH:56])[CH2:52]3)[CH3:47])=[O:13])=[CH:8][CH:9]=2)[N:4]([CH2:15][C:16]2[CH:17]=[CH:18][C:19]([O:22][CH3:23])=[CH:20][CH:21]=2)[C:3]1=[O:24]. Given the reactants [F:1][C:2]1([F:25])[C:10]2[C:5](=[CH:6][C:7]([CH2:11][C:12](O)=[O:13])=[CH:8][CH:9]=2)[N:4]([CH2:15][C:16]2[CH:21]=[CH:20][C:19]([O:22][CH3:23])=[CH:18][CH:17]=2)[C:3]1=[O:24].CCN=C=NCCCN(C)C.C1C=CC2N(O)N=NC=2C=1.[CH3:47][NH:48][C@@H:49]([C:57]1[CH:62]=[CH:61][CH:60]=[CH:59][CH:58]=1)[CH2:50][N:51]1[CH2:55][CH2:54][C@H:53]([OH:56])[CH2:52]1, predict the reaction product. (7) Given the reactants [CH:1]12[CH2:10][CH:5]3[CH2:6][CH:7]([CH2:9][CH:3]([CH2:4]3)[CH:2]1[NH:11][C:12]([N:14]1[CH2:19][CH2:18][C:17]3([C:28]4[C:23](=[CH:24][CH:25]=[CH:26][CH:27]=4)[CH2:22][NH:21][CH2:20]3)[CH2:16][CH2:15]1)=[O:13])[CH2:8]2.CCN(C(C)C)C(C)C.[CH3:38][N:39]=[C:40]=[O:41].Cl, predict the reaction product. The product is: [CH:1]12[CH2:10][CH:5]3[CH2:6][CH:7]([CH2:9][CH:3]([CH2:4]3)[CH:2]1[NH:11][C:12]([N:14]1[CH2:19][CH2:18][C:17]3([C:28]4[C:23](=[CH:24][CH:25]=[CH:26][CH:27]=4)[CH2:22][N:21]([C:40]([NH:39][CH3:38])=[O:41])[CH2:20]3)[CH2:16][CH2:15]1)=[O:13])[CH2:8]2.